This data is from Full USPTO retrosynthesis dataset with 1.9M reactions from patents (1976-2016). The task is: Predict the reactants needed to synthesize the given product. (1) The reactants are: [CH3:1][O:2][C:3]1[CH:4]=[C:5]2[C:10](=[CH:11][C:12]=1[O:13][CH3:14])[N:9]=[CH:8][N:7]=[C:6]2[O:15][C:16]1[CH:17]=[C:18]([CH:20]=[CH:21][CH:22]=1)[NH2:19].C(N(CC)C(C)C)(C)C.[C:32]1([C:38]2[O:42][N:41]=[C:40]([NH:43][C:44](=O)[O:45]C3C=CC=CC=3)[CH:39]=2)[CH:37]=[CH:36][CH:35]=[CH:34][CH:33]=1. Given the product [CH3:1][O:2][C:3]1[CH:4]=[C:5]2[C:10](=[CH:11][C:12]=1[O:13][CH3:14])[N:9]=[CH:8][N:7]=[C:6]2[O:15][C:16]1[CH:17]=[C:18]([NH:19][C:44]([NH:43][C:40]2[CH:39]=[C:38]([C:32]3[CH:33]=[CH:34][CH:35]=[CH:36][CH:37]=3)[O:42][N:41]=2)=[O:45])[CH:20]=[CH:21][CH:22]=1, predict the reactants needed to synthesize it. (2) Given the product [NH2:24][C:28]1[CH:29]=[CH:30][CH:31]=[CH:32][C:27]=1[NH:26][C:20]([C:18]1[S:19][C:15]([CH2:14][O:13][N:12]=[CH:11][C:9]2[CH:8]=[CH:7][C:6]3[O:1][CH2:2][CH2:3][O:4][C:5]=3[CH:10]=2)=[CH:16][CH:17]=1)=[O:22], predict the reactants needed to synthesize it. The reactants are: [O:1]1[C:6]2[CH:7]=[CH:8][C:9]([CH:11]=[N:12][O:13][CH2:14][C:15]3[S:19][C:18]([C:20]([OH:22])=O)=[CH:17][CH:16]=3)=[CH:10][C:5]=2[O:4][CH2:3][CH2:2]1.O[N:24]1[C:28]2[CH:29]=[CH:30][CH:31]=[CH:32][C:27]=2[N:26]=N1.CN(C)CCCN=C=NCC.C(N(CC)CC)C.C1(N)C=CC=CC=1N. (3) Given the product [OH:1][C:2]1[CH:9]=[C:8]([O:10][CH2:18][C:19]2[CH:24]=[CH:23][CH:22]=[CH:21][N:20]=2)[CH:7]=[CH:6][C:3]=1[CH:4]=[O:5], predict the reactants needed to synthesize it. The reactants are: [OH:1][C:2]1[CH:9]=[C:8]([OH:10])[CH:7]=[CH:6][C:3]=1[CH:4]=[O:5].C(=O)([O-])[O-].[Cs+].[Cs+].Cl[CH2:18][C:19]1[CH:24]=[CH:23][CH:22]=[CH:21][N:20]=1. (4) Given the product [C:14]([O:13][C:12]([NH:11][C@@H:9]1[CH2:8][C@H:4]2[O:5][CH2:6][CH2:7][C@@:3]2([C:2]([OH:21])=[O:1])[CH2:10]1)=[O:18])([CH3:15])([CH3:17])[CH3:16], predict the reactants needed to synthesize it. The reactants are: [OH:1][CH2:2][C@:3]12[CH2:10][C@H:9]([NH:11][C:12](=[O:18])[O:13][C:14]([CH3:17])([CH3:16])[CH3:15])[CH2:8][C@H:4]1[O:5][CH2:6][CH2:7]2.CC(C)=[O:21].CC(C)=O.OS(O)(=O)=O.O=[Cr](=O)=O.C(O)(C)C. (5) Given the product [CH3:13][O:12][C:10](=[O:11])[CH2:9][O:7][CH:4]([CH3:3])[C:5]#[CH:6], predict the reactants needed to synthesize it. The reactants are: [H-].[Na+].[CH3:3][CH:4]([OH:7])[C:5]#[CH:6].Br[CH2:9][C:10]([O:12][CH3:13])=[O:11]. (6) Given the product [I:16][C:17]1[CH:24]=[CH:23][C:20]([CH2:21][O:15][CH2:14][C:2]2([CH3:1])[O:7][C:6]3=[N:8][C:9]([N+:11]([O-:13])=[O:12])=[CH:10][N:5]3[CH2:4][CH2:3]2)=[CH:19][CH:18]=1, predict the reactants needed to synthesize it. The reactants are: [CH3:1][C:2]1([CH2:14][OH:15])[O:7][C:6]2=[N:8][C:9]([N+:11]([O-:13])=[O:12])=[CH:10][N:5]2[CH2:4][CH2:3]1.[I:16][C:17]1[CH:24]=[CH:23][C:20]([CH2:21]Br)=[CH:19][CH:18]=1.[H-].[Na+]. (7) Given the product [CH:1]1([C:7]2[NH:11][C:10](=[O:12])[C:9]3([CH2:17][CH2:16][N:15]([S:18]([CH2:21][CH:48]([C:43]4[CH:44]=[CH:45][CH:46]=[C:47]5[C:42]=4[CH:41]=[CH:40][N:39]5[CH2:38][C@H:36]4[CH2:35][O:34][C:33]([CH3:50])([CH3:32])[O:37]4)[OH:49])(=[O:20])=[O:19])[CH2:14][CH2:13]3)[N:8]=2)[CH2:2][CH2:3][CH2:4][CH2:5][CH2:6]1, predict the reactants needed to synthesize it. The reactants are: [CH:1]1([C:7]2[NH:11][C:10](=[O:12])[C:9]3([CH2:17][CH2:16][N:15]([S:18]([CH3:21])(=[O:20])=[O:19])[CH2:14][CH2:13]3)[N:8]=2)[CH2:6][CH2:5][CH2:4][CH2:3][CH2:2]1.C[Si](C)(C)[N-][Si](C)(C)C.[Li+].[CH3:32][C:33]1([CH3:50])[O:37][C@@H:36]([CH2:38][N:39]2[C:47]3[CH:46]=[CH:45][CH:44]=[C:43]([CH:48]=[O:49])[C:42]=3[CH:41]=[CH:40]2)[CH2:35][O:34]1.O.